From a dataset of Forward reaction prediction with 1.9M reactions from USPTO patents (1976-2016). Predict the product of the given reaction. (1) Given the reactants [CH3:1][N:2]([C:4]([N:6]=[C:7]([NH2:9])[NH2:8])=[NH:5])[CH3:3].Cl.C([O-])(=O)CCCCCCCCCCCCCCCCC.[Mg+2].C([O-])(=O)CCCCCCCCCCCCCCCCC, predict the reaction product. The product is: [CH3:1][N:2]([C:4]([NH:6][C:7]([NH2:9])=[NH:8])=[NH:5])[CH3:3]. (2) Given the reactants C[O:2][C:3]1[CH:8]=[CH:7][C:6]([C:9]2[N:18]([CH3:19])[C:17](=[O:20])[C:16]3[C:11](=[C:12]([CH3:21])[CH:13]=[CH:14][CH:15]=3)[N:10]=2)=[CH:5][CH:4]=1.B(F)(F)F.[OH-].[Na+], predict the reaction product. The product is: [OH:2][C:3]1[CH:4]=[CH:5][C:6]([C:9]2[N:18]([CH3:19])[C:17](=[O:20])[C:16]3[C:11](=[C:12]([CH3:21])[CH:13]=[CH:14][CH:15]=3)[N:10]=2)=[CH:7][CH:8]=1. (3) The product is: [C:1]1([NH:7][C:8]([C:10]2([C:13]([NH:30][C:26]3[CH:27]=[CH:28][CH:29]=[C:24]([C:22]#[CH:23])[CH:25]=3)=[O:14])[CH2:12][CH2:11]2)=[O:9])[CH:6]=[CH:5][CH:4]=[CH:3][CH:2]=1. Given the reactants [C:1]1([NH:7][C:8]([C:10]2([C:13](O)=[O:14])[CH2:12][CH2:11]2)=[O:9])[CH:6]=[CH:5][CH:4]=[CH:3][CH:2]=1.C(Cl)(=O)C(Cl)=O.[C:22]([C:24]1[CH:25]=[C:26]([NH2:30])[CH:27]=[CH:28][CH:29]=1)#[CH:23].N1C(C)=CC=CC=1C, predict the reaction product.